From a dataset of Forward reaction prediction with 1.9M reactions from USPTO patents (1976-2016). Predict the product of the given reaction. (1) Given the reactants [CH3:1][C:2]([CH3:32])([CH3:31])[C:3](=[O:30])[CH2:4][O:5][C:6]1[CH:11]=[CH:10][C:9]([C:12]([C:17]2[S:21][C:20]3[CH:22]=[C:23]([C:26]([OH:28])=[O:27])[CH:24]=[CH:25][C:19]=3[CH:18]=2)([CH2:15][CH3:16])[CH2:13][CH3:14])=[CH:8][C:7]=1[CH3:29].[BH4-].[Na+], predict the reaction product. The product is: [CH2:13]([C:12]([C:17]1[S:21][C:20]2[CH:22]=[C:23]([C:26]([OH:28])=[O:27])[CH:24]=[CH:25][C:19]=2[CH:18]=1)([C:9]1[CH:10]=[CH:11][C:6]([O:5][CH2:4][CH:3]([OH:30])[C:2]([CH3:31])([CH3:32])[CH3:1])=[C:7]([CH3:29])[CH:8]=1)[CH2:15][CH3:16])[CH3:14]. (2) Given the reactants Cl.Cl.Cl.[O:4]1[C:8]2=[C:9]([N:13]3[CH2:18][CH2:17][N:16]([CH2:19][CH2:20][C@H:21]4[CH2:26][CH2:25][C@H:24]([NH2:27])[CH2:23][CH2:22]4)[CH2:15][CH2:14]3)[N:10]=[CH:11][CH:12]=[C:7]2[CH2:6][CH2:5]1.[CH:28]1([CH2:32][C:33](O)=[O:34])[CH2:31][CH2:30][CH2:29]1, predict the reaction product. The product is: [CH:28]1([CH2:32][C:33]([NH:27][C@H:24]2[CH2:25][CH2:26][C@H:21]([CH2:20][CH2:19][N:16]3[CH2:17][CH2:18][N:13]([C:9]4[N:10]=[CH:11][CH:12]=[C:7]5[CH2:6][CH2:5][O:4][C:8]=45)[CH2:14][CH2:15]3)[CH2:22][CH2:23]2)=[O:34])[CH2:31][CH2:30][CH2:29]1. (3) Given the reactants [Cl:1][C:2]1[CH:3]=[C:4]([NH2:16])[C:5]([NH:8][CH2:9][CH:10]2[CH2:15][CH2:14][O:13][CH2:12][CH2:11]2)=[CH:6][CH:7]=1.[N:17]#[C:18]Br, predict the reaction product. The product is: [Cl:1][C:2]1[CH:7]=[CH:6][C:5]2[N:8]([CH2:9][CH:10]3[CH2:11][CH2:12][O:13][CH2:14][CH2:15]3)[C:18]([NH2:17])=[N:16][C:4]=2[CH:3]=1. (4) Given the reactants C([O:9][C@@H:10]1[C@@H:36]([O:37]C(=O)C2C=CC=CC=2)[C@H:35]([C@@H:46]([CH2:56][O:57]C(=O)C2C=CC=CC=2)[O:47]C(=O)C2C=CC=CC=2)[O:34][C@H:11]1[S:12][CH:13]([CH2:24][CH2:25][CH2:26][CH2:27][CH2:28][CH2:29][CH2:30][CH2:31][CH2:32][CH3:33])[CH2:14][CH2:15][CH2:16][CH2:17][CH2:18][CH2:19][CH2:20][CH2:21][CH2:22][CH3:23])(=O)C1C=CC=CC=1, predict the reaction product. The product is: [S:12]([CH:13]([CH2:24][CH2:25][CH2:26][CH2:27][CH2:28][CH2:29][CH2:30][CH2:31][CH2:32][CH3:33])[CH2:14][CH2:15][CH2:16][CH2:17][CH2:18][CH2:19][CH2:20][CH2:21][CH2:22][CH3:23])[C@@H:11]1[O:34][C@@H:35]([C@@H:46]([CH2:56][OH:57])[OH:47])[C@H:36]([OH:37])[C@H:10]1[OH:9]. (5) Given the reactants [CH:1]([N:4]1[C:8]([C:9]2[C:14]([CH2:15][O:16][C:17]3[C:22]([CH:23]=[O:24])=[CH:21][C:20]([O:25]C)=[N:19][CH:18]=3)=[CH:13][CH:12]=[CH:11][N:10]=2)=[CH:7][CH:6]=[N:5]1)([CH3:3])[CH3:2].Cl.[OH-].[Na+], predict the reaction product. The product is: [O:25]=[C:20]1[CH:21]=[C:22]([CH:23]=[O:24])[C:17]([O:16][CH2:15][C:14]2[C:9]([C:8]3[N:4]([CH:1]([CH3:3])[CH3:2])[N:5]=[CH:6][CH:7]=3)=[N:10][CH:11]=[CH:12][CH:13]=2)=[CH:18][NH:19]1. (6) Given the reactants [N+:1]([C:4]1[CH:16]=[CH:15][C:7]([CH:8]=[N:9][CH2:10][Si](C)(C)C)=[CH:6][CH:5]=1)([O-:3])=[O:2].[C:17](Cl)(=[O:19])[CH3:18].[C:21]([O:25][CH2:26][CH3:27])(=[O:24])[CH:22]=[CH2:23], predict the reaction product. The product is: [CH2:26]([O:25][C:21]([CH:22]1[CH2:23][CH2:10][N:9]([C:17](=[O:19])[CH3:18])[CH:8]1[C:7]1[CH:15]=[CH:16][C:4]([N+:1]([O-:3])=[O:2])=[CH:5][CH:6]=1)=[O:24])[CH3:27]. (7) Given the reactants [Cl:1][C:2]1[N:3]=[C:4]([N:13]2[CH2:18][CH2:17][O:16][CH2:15][CH2:14]2)[C:5]2[S:10][C:9]([CH:11]=O)=[CH:8][C:6]=2[N:7]=1.[CH3:19][N:20]1[CH2:25][CH2:24][NH:23][CH2:22][CH2:21]1.C(O)(=O)C.C(O[BH-](OC(=O)C)OC(=O)C)(=O)C.[Na+], predict the reaction product. The product is: [Cl:1][C:2]1[N:3]=[C:4]([N:13]2[CH2:18][CH2:17][O:16][CH2:15][CH2:14]2)[C:5]2[S:10][C:9]([CH2:11][N:23]3[CH2:24][CH2:25][N:20]([CH3:19])[CH2:21][CH2:22]3)=[CH:8][C:6]=2[N:7]=1. (8) Given the reactants C([O:8][C:9]1[CH:35]=[CH:34][C:12]([O:13][CH2:14][CH2:15][C:16]2[N:17]=[C:18]([C:22]3[CH:23]=[C:24]([C:28]4[CH:33]=[CH:32][CH:31]=[CH:30][CH:29]=4)[CH:25]=[CH:26][CH:27]=3)[O:19][C:20]=2[CH3:21])=[C:11]([CH2:36][CH2:37][CH2:38][CH3:39])[CH:10]=1)C1C=CC=CC=1.[H][H], predict the reaction product. The product is: [CH2:36]([C:11]1[CH:10]=[C:9]([OH:8])[CH:35]=[CH:34][C:12]=1[O:13][CH2:14][CH2:15][C:16]1[N:17]=[C:18]([C:22]2[CH:23]=[C:24]([C:28]3[CH:29]=[CH:30][CH:31]=[CH:32][CH:33]=3)[CH:25]=[CH:26][CH:27]=2)[O:19][C:20]=1[CH3:21])[CH2:37][CH2:38][CH3:39]. (9) The product is: [CH2:1]([N:8]1[C:12]([CH:13]=[O:14])=[CH:11][C:10]([O:17][CH2:18][C:19]2[CH:24]=[CH:23][CH:22]=[CH:21][CH:20]=2)=[N:9]1)[C:2]1[CH:3]=[CH:4][CH:5]=[CH:6][CH:7]=1. Given the reactants [CH2:1]([N:8]1[C:12]([C:13](OC)=[O:14])=[CH:11][C:10]([O:17][CH2:18][C:19]2[CH:24]=[CH:23][CH:22]=[CH:21][CH:20]=2)=[N:9]1)[C:2]1[CH:7]=[CH:6][CH:5]=[CH:4][CH:3]=1.[H-].[Al+3].[Li+].[H-].[H-].[H-].O.O.O.O.O.O.O.O.O.O.S([O-])([O-])(=O)=O.[Na+].[Na+], predict the reaction product. (10) The product is: [O:2]1[C:6]2[CH:7]=[CH:8][CH:9]=[C:10]([CH:11]3[CH2:16][CH2:15][N:14]([CH2:17][CH2:18][C@H:19]4[CH2:20][CH2:21][C@H:22]([NH:25][C:29](=[O:30])[CH2:28][C:27]([OH:26])([CH3:33])[CH3:32])[CH2:23][CH2:24]4)[CH2:13][CH2:12]3)[C:5]=2[O:4][CH2:3]1. Given the reactants Cl.[O:2]1[C:6]2[CH:7]=[CH:8][CH:9]=[C:10]([CH:11]3[CH2:16][CH2:15][N:14]([CH2:17][CH2:18][C@H:19]4[CH2:24][CH2:23][C@H:22]([NH2:25])[CH2:21][CH2:20]4)[CH2:13][CH2:12]3)[C:5]=2[O:4][CH2:3]1.[OH:26][C:27]([CH3:33])([CH3:32])[CH2:28][C:29](O)=[O:30], predict the reaction product.